This data is from Catalyst prediction with 721,799 reactions and 888 catalyst types from USPTO. The task is: Predict which catalyst facilitates the given reaction. (1) Reactant: [Cl:1][C:2]1[CH:7]=[CH:6][C:5]([N:8]2[CH2:17][CH2:16][C:11]3([O:15][CH2:14][CH2:13][O:12]3)[CH2:10][CH2:9]2)=[CH:4][C:3]=1[O:18][CH3:19].[Cl:20]N1C(=O)CCC1=O.O.[OH-].[Na+]. Product: [Cl:20][C:6]1[CH:7]=[C:2]([Cl:1])[C:3]([O:18][CH3:19])=[CH:4][C:5]=1[N:8]1[CH2:9][CH2:10][C:11]2([O:15][CH2:14][CH2:13][O:12]2)[CH2:16][CH2:17]1. The catalyst class is: 52. (2) Reactant: [Si]([O:8][CH:9]([CH2:33][CH2:34][CH2:35][CH2:36][CH2:37][CH2:38][CH3:39])[CH:10]1[O:30][C:29]([CH3:32])([CH3:31])[O:28][CH:11]1[C:12]([OH:27])([C:23]([O:25][CH3:26])=[O:24])/[C:13](/[C:19]([O:21][CH3:22])=[O:20])=[CH:14]/[C:15]([O:17][CH3:18])=[O:16])(C(C)(C)C)(C)C.CCOC(C)=O. Product: [CH3:32][C:29]1([CH3:31])[O:30][CH:10]([C:9](=[O:8])[CH2:33][CH2:34][CH2:35][CH2:36][CH2:37][CH2:38][CH3:39])[CH:11]([C:12]([OH:27])([C:23]([O:25][CH3:26])=[O:24])/[C:13](/[C:19]([O:21][CH3:22])=[O:20])=[CH:14]/[C:15]([O:17][CH3:18])=[O:16])[O:28]1. The catalyst class is: 5. (3) Reactant: [OH:1][CH2:2][C:3]([OH:5])=O.C1C=CC2N(O)N=NC=2C=1.C(Cl)CCl.CCN(C(C)C)C(C)C.Cl.[NH2:30][C@@H:31]1[C:39]2[C:34](=[C:35]([C:40]3[S:44][C:43]([C:45]4[CH:46]=[CH:47][C:48]([O:53][CH:54]([CH3:56])[CH3:55])=[C:49]([CH:52]=4)[C:50]#[N:51])=[N:42][N:41]=3)[CH:36]=[CH:37][CH:38]=2)[CH2:33][CH2:32]1. Product: [C:50]([C:49]1[CH:52]=[C:45]([C:43]2[S:44][C:40]([C:35]3[CH:36]=[CH:37][CH:38]=[C:39]4[C:34]=3[CH2:33][CH2:32][C@@H:31]4[NH:30][C:3](=[O:5])[CH2:2][OH:1])=[N:41][N:42]=2)[CH:46]=[CH:47][C:48]=1[O:53][CH:54]([CH3:56])[CH3:55])#[N:51]. The catalyst class is: 3. (4) Reactant: C([O:8][C:9]1[CH:14]=[CH:13][C:12]([C:15]([N:17]2[C:22]3[CH:23]=[CH:24][CH:25]=[CH:26][C:21]=3[O:20][CH2:19][CH2:18]2)=[O:16])=[CH:11][CH:10]=1)C1C=CC=CC=1. Product: [O:20]1[C:21]2[CH:26]=[CH:25][CH:24]=[CH:23][C:22]=2[N:17]([C:15]([C:12]2[CH:11]=[CH:10][C:9]([OH:8])=[CH:14][CH:13]=2)=[O:16])[CH2:18][CH2:19]1. The catalyst class is: 457. (5) Product: [C:27]([C:3]1[CH:4]=[C:5]([F:26])[C:6]([NH:8][C@@H:9]([C:12]2([NH:15][C:16](=[O:25])[O:17][CH2:18][C:19]3[CH:24]=[CH:23][CH:22]=[CH:21][CH:20]=3)[CH2:14][CH2:13]2)[CH2:10][CH3:11])=[N:7][C:2]=1[NH:29][C:30]1[CH:35]=[CH:34][C:33]([CH3:36])=[CH:32][CH:31]=1)#[N:28]. Reactant: Cl[C:2]1[N:7]=[C:6]([NH:8][C@@H:9]([C:12]2([NH:15][C:16](=[O:25])[O:17][CH2:18][C:19]3[CH:24]=[CH:23][CH:22]=[CH:21][CH:20]=3)[CH2:14][CH2:13]2)[CH2:10][CH3:11])[C:5]([F:26])=[CH:4][C:3]=1[C:27]#[N:28].[NH2:29][C:30]1[CH:35]=[CH:34][C:33]([CH3:36])=[CH:32][CH:31]=1.C1C=CC(P(C2C(C3C(P(C4C=CC=CC=4)C4C=CC=CC=4)=CC=C4C=3C=CC=C4)=C3C(C=CC=C3)=CC=2)C2C=CC=CC=2)=CC=1.C([O-])([O-])=O.[Cs+].[Cs+]. The catalyst class is: 231. (6) Reactant: [C:1]([C:3]1[CH:8]=[CH:7][CH:6]=[C:5]([O:9][CH3:10])[CH:4]=1)#[CH:2].O=C1O[C@H]([C@H](CO)O)C([O-])=C1O.[Na+].[N:24]([C:27]1[CH:35]=[CH:34][C:30]([C:31]([OH:33])=[O:32])=[CH:29][CH:28]=1)=[N+:25]=[N-:26]. Product: [CH3:10][O:9][C:5]1[CH:4]=[C:3]([C:1]2[N:26]=[N:25][N:24]([C:27]3[CH:28]=[CH:29][C:30]([C:31]([OH:33])=[O:32])=[CH:34][CH:35]=3)[CH:2]=2)[CH:8]=[CH:7][CH:6]=1. The catalyst class is: 371.